From a dataset of Full USPTO retrosynthesis dataset with 1.9M reactions from patents (1976-2016). Predict the reactants needed to synthesize the given product. (1) Given the product [Br:1][C:2]1[CH:7]=[CH:6][C:5]([C:8]2[N:39]([C:41]3[CH:46]=[CH:45][CH:44]=[CH:43][CH:42]=3)[C:33]3[C:34]([C:9]=2[CH2:10][CH2:11][CH2:12][N:13]2[CH2:18][CH2:17][CH:16]([C:19]4[CH:20]=[C:21]([NH:25][C:26](=[O:30])[CH:27]([CH3:29])[CH3:28])[CH:22]=[CH:23][CH:24]=4)[CH2:15][CH2:14]2)=[CH:35][CH:36]=[CH:37][CH:38]=3)=[CH:4][CH:3]=1, predict the reactants needed to synthesize it. The reactants are: [Br:1][C:2]1[CH:7]=[CH:6][C:5]([C:8](=O)[CH2:9][CH2:10][CH2:11][CH2:12][N:13]2[CH2:18][CH2:17][CH:16]([C:19]3[CH:20]=[C:21]([NH:25][C:26](=[O:30])[CH:27]([CH3:29])[CH3:28])[CH:22]=[CH:23][CH:24]=3)[CH2:15][CH2:14]2)=[CH:4][CH:3]=1.Cl.[C:33]1([N:39]([C:41]2[CH:46]=[CH:45][CH:44]=[CH:43][CH:42]=2)N)[CH:38]=[CH:37][CH:36]=[CH:35][CH:34]=1. (2) Given the product [C:16]1([C@@H:14]2[CH2:15][C@H:13]2[NH:5][CH2:6][CH:7]2[CH2:8][CH2:9][N:10]([CH2:24][C:26]3[O:27][CH:28]=[C:29]([C:31]([OH:33])=[O:32])[N:30]=3)[CH2:11][CH2:12]2)[CH:17]=[CH:18][CH:19]=[CH:20][CH:21]=1, predict the reactants needed to synthesize it. The reactants are: FC(F)(F)C([N:5]([C@@H:13]1[CH2:15][C@H:14]1[C:16]1[CH:21]=[CH:20][CH:19]=[CH:18][CH:17]=1)[CH2:6][CH:7]1[CH2:12][CH2:11][NH:10][CH2:9][CH2:8]1)=O.[CH:24]([C:26]1[O:27][CH:28]=[C:29]([C:31]([O:33]CC)=[O:32])[N:30]=1)=O.C(O[BH-](OC(=O)C)OC(=O)C)(=O)C.[Na+].[OH-].[Na+]. (3) Given the product [CH3:14][C:4]1[N:5]=[C:6]([C:8]2[CH:13]=[CH:12][CH:11]=[CH:10][CH:9]=2)[CH:7]=[C:2]([O:19][CH2:15][C:16]#[C:17][CH3:18])[N:3]=1, predict the reactants needed to synthesize it. The reactants are: Cl[C:2]1[CH:7]=[C:6]([C:8]2[CH:13]=[CH:12][CH:11]=[CH:10][CH:9]=2)[N:5]=[C:4]([CH3:14])[N:3]=1.[CH2:15]([OH:19])[C:16]#[C:17][CH3:18].[H-].[Na+].O. (4) The reactants are: [F:1][C:2]1[CH:7]=[C:6]([N+:8]([O-:10])=[O:9])[CH:5]=[CH:4][C:3]=1[C:11](C(OC)=O)([C:18]([O:20][CH3:21])=[O:19])[CH2:12][CH2:13][C:14]([O:16][CH3:17])=[O:15].[Cl-].[Na+].O. Given the product [F:1][C:2]1[CH:7]=[C:6]([N+:8]([O-:10])=[O:9])[CH:5]=[CH:4][C:3]=1[CH2:11][CH2:12][CH2:13][C:14]([O:16][CH3:17])=[O:15].[F:1][C:2]1[CH:7]=[C:6]([N+:8]([O-:10])=[O:9])[CH:5]=[CH:4][C:3]=1[CH:11]([CH2:12][CH2:13][C:14]([O:16][CH3:17])=[O:15])[C:18]([O:20][CH3:21])=[O:19], predict the reactants needed to synthesize it.